Predict the reactants needed to synthesize the given product. From a dataset of Retrosynthesis with 50K atom-mapped reactions and 10 reaction types from USPTO. (1) Given the product CO[C@@]1(c2ccc(Cl)c(Cc3ccc(OCC(F)F)cc3)c2)O[C@H](C=O)[C@@H](OCc2ccccc2)[C@H](OCc2ccccc2)[C@H]1OCc1ccccc1, predict the reactants needed to synthesize it. The reactants are: CO[C@@]1(c2ccc(Cl)c(Cc3ccc(OCC(F)F)cc3)c2)O[C@H](CO)[C@@H](OCc2ccccc2)[C@H](OCc2ccccc2)[C@H]1OCc1ccccc1. (2) Given the product CNCc1ccc(F)nc1, predict the reactants needed to synthesize it. The reactants are: CN.Fc1ccc(CBr)cn1. (3) The reactants are: C1CCNC1.O=C1CCN(Cc2ccccc2)CC1.[C-]#N. Given the product N#CC1(N2CCCC2)CCN(Cc2ccccc2)CC1, predict the reactants needed to synthesize it.